This data is from Catalyst prediction with 721,799 reactions and 888 catalyst types from USPTO. The task is: Predict which catalyst facilitates the given reaction. (1) Reactant: [Br:1][C:2]1[CH:9]=[CH:8][C:5]([CH2:6]Br)=[CH:4][CH:3]=1.[CH2:10]([N:12](CC)[CH2:13][CH3:14])[CH3:11].C(NCC)C. Product: [Br:1][C:2]1[CH:9]=[CH:8][C:5]([CH2:6][N:12]([CH2:13][CH3:14])[CH2:10][CH3:11])=[CH:4][CH:3]=1. The catalyst class is: 1. (2) Reactant: [OH:1][N:2]1[C:6](=[O:7])[CH2:5][CH2:4][C:3]1=[O:8].CCN=C=NCCCN(C)C.Cl.[CH3:21][O:22][CH2:23][CH2:24][O:25][CH2:26][CH2:27][O:28][CH2:29][CH2:30][O:31][CH2:32][CH2:33][CH2:34][C:35](O)=[O:36]. Product: [O:8]=[C:3]1[CH2:4][CH2:5][C:6](=[O:7])[N:2]1[O:1][C:35](=[O:36])[CH2:34][CH2:33][CH2:32][O:31][CH2:30][CH2:29][O:28][CH2:27][CH2:26][O:25][CH2:24][CH2:23][O:22][CH3:21]. The catalyst class is: 2. (3) Reactant: [F:1][C:2]1[CH:3]=[CH:4][C:5]2[O:14][C:13]3[C:12](=[O:15])[N:11]([CH2:16][C:17]4[S:18][CH:19]=[C:20]([CH3:22])[CH:21]=4)[C:10]([C@H:23]([NH:27]C(=O)OC(C)(C)C)[CH:24]([CH3:26])[CH3:25])=[N:9][C:8]=3[C:6]=2[CH:7]=1.Cl. Product: [NH2:27][C@@H:23]([C:10]1[N:11]([CH2:16][C:17]2[S:18][CH:19]=[C:20]([CH3:22])[CH:21]=2)[C:12](=[O:15])[C:13]2[O:14][C:5]3[CH:4]=[CH:3][C:2]([F:1])=[CH:7][C:6]=3[C:8]=2[N:9]=1)[CH:24]([CH3:26])[CH3:25]. The catalyst class is: 269. (4) Reactant: CNCCC([N:7]1[CH2:16][CH2:15][C:14]2[C:9](=[CH:10][C:11](OC)=[C:12](OC)[CH:13]=2)[C:8]21[CH2:25][CH2:24][CH:23](C(N1CCN(C3N=CN=C4N(CC5C=CN=CC=5)N=CC=34)CC1)=O)[CH2:22][CH:21]2C1C2C(=CC(OC)=C(OC)C=2)CCN1CC)=O.[C:66](=[O:69])([O-])[O-].[K+].[K+].ClC(OCC)=O. Product: [C:66](=[C:25]1[C:8]2([C:9]3[C:14](=[CH:13][CH:12]=[CH:11][CH:10]=3)[CH:15]=[CH:16][NH:7]2)[CH2:21][CH2:22][CH2:23][CH2:24]1)=[O:69]. The catalyst class is: 84. (5) Reactant: [CH3:1][C:2]1[CH:7]=[CH:6][N:5]=[CH:4][C:3]=1[C:8]1[CH:9]=[C:10]2[C:16]([CH:17]=O)=[N:15][N:14]([CH:19]3[CH2:24][CH2:23][CH2:22][CH2:21][O:20]3)[C:11]2=[N:12][CH:13]=1.[NH2:25][C:26]1[CH:27]=[N:28][CH:29]=[CH:30][C:31]=1[NH2:32].[S]. Product: [N:32]1[C:31]2[CH:30]=[CH:29][N:28]=[CH:27][C:26]=2[NH:25][C:17]=1[C:16]1[C:10]2[C:11](=[N:12][CH:13]=[C:8]([C:3]3[CH:4]=[N:5][CH:6]=[CH:7][C:2]=3[CH3:1])[CH:9]=2)[N:14]([CH:19]2[CH2:24][CH2:23][CH2:22][CH2:21][O:20]2)[N:15]=1. The catalyst class is: 3. (6) Reactant: FC(F)(F)C(O)=O.[Cl:8][C:9]1[CH:10]=[N:11][CH:12]=[C:13]([Cl:42])[C:14]=1[NH:15][C:16]1[C:25]2[C:20](=[C:21]([O:28][CH2:29][C@H:30]3[C@H:37]4[C@H:33]([O:34]C(C)(C)[O:36]4)[C:32](=[O:40])[O:31]3)[C:22]([O:26][CH3:27])=[CH:23][CH:24]=2)[O:19][C:18](=[O:41])[CH:17]=1.O. Product: [Cl:8][C:9]1[CH:10]=[N:11][CH:12]=[C:13]([Cl:42])[C:14]=1[NH:15][C:16]1[C:25]2[C:20](=[C:21]([O:28][CH2:29][C@H:30]3[C@H:37]([OH:36])[C@H:33]([OH:34])[C:32](=[O:40])[O:31]3)[C:22]([O:26][CH3:27])=[CH:23][CH:24]=2)[O:19][C:18](=[O:41])[CH:17]=1. The catalyst class is: 1.